From a dataset of Forward reaction prediction with 1.9M reactions from USPTO patents (1976-2016). Predict the product of the given reaction. Given the reactants Cl.C[O:3][C:4]1(OC)[C:12]2[C:7](=[CH:8][CH:9]=[C:10]([S:13][CH2:14][CH2:15][C:16]3[CH:26]=[CH:25][C:19]([C:20]([O:22][CH2:23][CH3:24])=[O:21])=[CH:18][CH:17]=3)[CH:11]=2)[N:6]([CH2:27][CH2:28][CH2:29][CH2:30][CH3:31])[C:5]1=[O:32], predict the reaction product. The product is: [O:32]=[C:5]1[C:4](=[O:3])[C:12]2[C:7](=[CH:8][CH:9]=[C:10]([S:13][CH2:14][CH2:15][C:16]3[CH:26]=[CH:25][C:19]([C:20]([O:22][CH2:23][CH3:24])=[O:21])=[CH:18][CH:17]=3)[CH:11]=2)[N:6]1[CH2:27][CH2:28][CH2:29][CH2:30][CH3:31].